Dataset: Full USPTO retrosynthesis dataset with 1.9M reactions from patents (1976-2016). Task: Predict the reactants needed to synthesize the given product. (1) Given the product [C:30]1([N:20]([C:14]2[CH:15]=[CH:16][CH:17]=[CH:18][CH:19]=2)[C:21]2[CH:26]=[CH:25][C:24]([C:2]3[S:6][C:5]([C:7]4[S:8][C:9]([CH:12]=[O:13])=[CH:10][CH:11]=4)=[CH:4][CH:3]=3)=[CH:23][CH:22]=2)[CH:31]=[CH:32][CH:33]=[CH:34][CH:35]=1, predict the reactants needed to synthesize it. The reactants are: I[C:2]1[S:6][C:5]([C:7]2[S:8][C:9]([CH:12]=[O:13])=[CH:10][CH:11]=2)=[CH:4][CH:3]=1.[C:14]1([N:20]([C:30]2[CH:35]=[CH:34][CH:33]=[CH:32][CH:31]=2)[C:21]2[CH:26]=[CH:25][C:24](B(O)O)=[CH:23][CH:22]=2)[CH:19]=[CH:18][CH:17]=[CH:16][CH:15]=1.C(=O)([O-])[O-].[K+].[K+]. (2) Given the product [CH3:18][O:17][C:16]1[CH:15]=[C:14]2[C:13](=[CH:12][C:11]=1[O:10][CH3:9])[NH:27][N:28]=[C:20]([C:21]([O:23][CH2:24][CH3:25])=[O:22])[C:19]2=[O:26], predict the reactants needed to synthesize it. The reactants are: C(O)(C(F)(F)F)=O.[Na].[CH3:9][O:10][C:11]1[C:16]([O:17][CH3:18])=[CH:15][C:14]([C:19](=[O:26])[CH2:20][C:21]([O:23][CH2:24][CH3:25])=[O:22])=[C:13](/[N:27]=[N:28]/N2CCCC2)[CH:12]=1.